Dataset: Reaction yield outcomes from USPTO patents with 853,638 reactions. Task: Predict the reaction yield, written as a fraction of the theoretical maximum amount of product (1.0 means a 100% yield; for example, 0.34 means a 34% yield). (1) The reactants are [CH3:1][C:2]1([C:15](OCC)=[O:16])[CH2:7][CH2:6][N:5]([C:8]([O:10][C:11]([CH3:14])([CH3:13])[CH3:12])=[O:9])[CH2:4][CH2:3]1.[Li+].[BH4-]. The catalyst is C1COCC1.C(O)C.O. The product is [OH:16][CH2:15][C:2]1([CH3:1])[CH2:7][CH2:6][N:5]([C:8]([O:10][C:11]([CH3:14])([CH3:13])[CH3:12])=[O:9])[CH2:4][CH2:3]1. The yield is 0.800. (2) The reactants are [N+]([C:4]1[S:8][C:7]([C:9]#[N:10])=[CH:6][CH:5]=1)([O-])=O.[C:11]1([OH:17])[CH:16]=[CH:15][CH:14]=[CH:13][CH:12]=1.C(=O)([O-])[O-].[K+].[K+].O. The catalyst is CS(C)=O.C(OCC)(=O)C.CCCCCC. The product is [O:17]([C:4]1[S:8][C:7]([C:9]#[N:10])=[CH:6][CH:5]=1)[C:11]1[CH:16]=[CH:15][CH:14]=[CH:13][CH:12]=1. The yield is 0.721. (3) The reactants are [CH2:1]([C:13]1[CH:18]=[CH:17][C:16]([S:19](Cl)(=[O:21])=[O:20])=[CH:15][CH:14]=1)[CH2:2][CH2:3][CH2:4][CH2:5][CH2:6][CH2:7][CH2:8][CH2:9][CH2:10][CH2:11][CH3:12].[NH2:23][C:24]1[S:28][C:27]([CH2:29][C:30]([O:32][CH2:33][CH3:34])=[O:31])=[N:26][N:25]=1.Cl. The catalyst is N1C=CC=CC=1. The product is [CH2:1]([C:13]1[CH:18]=[CH:17][C:16]([S:19]([NH:23][C:24]2[S:28][C:27]([CH2:29][C:30]([O:32][CH2:33][CH3:34])=[O:31])=[N:26][N:25]=2)(=[O:21])=[O:20])=[CH:15][CH:14]=1)[CH2:2][CH2:3][CH2:4][CH2:5][CH2:6][CH2:7][CH2:8][CH2:9][CH2:10][CH2:11][CH3:12]. The yield is 0.430. (4) The catalyst is C(Cl)(Cl)(Cl)Cl. The product is [Br:21][CH2:13][C:11]1[O:12][C:8]([C:4]2[CH:5]=[CH:6][CH:7]=[C:2]([Cl:1])[CH:3]=2)=[CH:9][N:10]=1. The reactants are [Cl:1][C:2]1[CH:3]=[C:4]([C:8]2[O:12][C:11]([CH3:13])=[N:10][CH:9]=2)[CH:5]=[CH:6][CH:7]=1.C1C(=O)N([Br:21])C(=O)C1. The yield is 0.683. (5) The yield is 0.830. The product is [NH2:3][C:2]1[S:1][C:11]2[C:6]([N:5]=1)=[CH:7][CH:8]=[C:9]([O:12][C:13]1[C:14]([Cl:34])=[CH:15][C:16]([F:33])=[C:17]([NH:19][C:20](=[O:32])[C:21]3[CH:26]=[CH:25][CH:24]=[C:23]([C:27]([C:30]#[N:31])([CH3:29])[CH3:28])[CH:22]=3)[CH:18]=1)[N:10]=2. The reactants are [S-:1][C:2]#[N:3].[K+].[NH2:5][C:6]1[CH:7]=[CH:8][C:9]([O:12][C:13]2[C:14]([Cl:34])=[CH:15][C:16]([F:33])=[C:17]([NH:19][C:20](=[O:32])[C:21]3[CH:26]=[CH:25][CH:24]=[C:23]([C:27]([C:30]#[N:31])([CH3:29])[CH3:28])[CH:22]=3)[CH:18]=2)=[N:10][CH:11]=1.BrBr. The catalyst is C(O)(=O)C. (6) The reactants are [CH3:1][C:2]([C:5]([OH:7])=[O:6])([CH3:4])[NH2:3].[OH-].[Na+].[C:10](#[N:13])[CH:11]=[CH2:12].C(O)(=O)C. The catalyst is O. The product is [C:10]([CH2:11][CH2:12][NH:3][C:2]([CH3:4])([C:5]([OH:7])=[O:6])[CH3:1])#[N:13]. The yield is 0.950. (7) The reactants are [C:1]([C:3]1[CH:4]=[CH:5][C:6]2[N:10]=[CH:9][NH:8][C:7]=2[CH:11]=1)#[N:2].[Cl:12][CH2:13][CH2:14][CH2:15][CH2:16]Br. The catalyst is [OH-].[Na+].[Br-].C([N+](CCCC)(CCCC)CCCC)CCC. The product is [Cl:12][CH2:13][CH2:14][CH2:15][CH2:16][N:8]1[C:7]2[CH:11]=[C:3]([C:1]#[N:2])[CH:4]=[CH:5][C:6]=2[N:10]=[CH:9]1. The yield is 0.631.